Predict the reaction yield, written as a fraction of the theoretical maximum amount of product (1.0 means a 100% yield; for example, 0.34 means a 34% yield). From a dataset of Reaction yield outcomes from USPTO patents with 853,638 reactions. The reactants are [O:1]=[C:2]1[CH:19]=[C:18]([CH:20]2[CH2:25][CH2:24][N:23](C(OC(C)(C)C)=O)[CH2:22][CH2:21]2)[N:5]2[N:6]=[C:7]3[C:12]([C:11]([C:13]4[S:14][CH:15]=[CH:16][N:17]=4)=[CH:10][CH:9]=[CH:8]3)=[C:4]2[NH:3]1.[ClH:33]. The catalyst is O1CCOCC1. The product is [ClH:33].[NH:23]1[CH2:22][CH2:21][CH:20]([C:18]2[N:5]3[N:6]=[C:7]4[C:12]([C:11]([C:13]5[S:14][CH:15]=[CH:16][N:17]=5)=[CH:10][CH:9]=[CH:8]4)=[C:4]3[NH:3][C:2](=[O:1])[CH:19]=2)[CH2:25][CH2:24]1. The yield is 0.990.